Dataset: Full USPTO retrosynthesis dataset with 1.9M reactions from patents (1976-2016). Task: Predict the reactants needed to synthesize the given product. (1) The reactants are: S(Cl)([Cl:3])=O.[Cl:5][C:6]1[CH:7]=[CH:8][C:9]([O:22][CH2:23][CH:24]([CH3:26])[CH3:25])=[C:10]([CH2:12][N:13]2[C:17]([CH3:18])=[CH:16][C:15]([C:19](O)=[O:20])=[N:14]2)[CH:11]=1. Given the product [Cl:5][C:6]1[CH:7]=[CH:8][C:9]([O:22][CH2:23][CH:24]([CH3:26])[CH3:25])=[C:10]([CH2:12][N:13]2[C:17]([CH3:18])=[CH:16][C:15]([C:19]([Cl:3])=[O:20])=[N:14]2)[CH:11]=1, predict the reactants needed to synthesize it. (2) Given the product [O:35]=[C:34]([NH:17][CH:14]([CH3:13])[CH2:27][C:26]([O:29][CH3:30])=[O:28])[CH2:33][CH2:32][C:5]1[CH:4]=[CH:3][CH:2]=[CH:1][CH:6]=1, predict the reactants needed to synthesize it. The reactants are: [CH:1]1[CH:2]=[CH:3][C:4]2N(O)N=N[C:5]=2[CH:6]=1.C1CC[CH:14]([N:17]=C=NC2CCCCC2)[CH2:13]C1.[C:26]([O:29][CH2:30]C)(=[O:28])[CH3:27].[CH2:32]1C[O:35][CH2:34][CH2:33]1.